From a dataset of Reaction yield outcomes from USPTO patents with 853,638 reactions. Predict the reaction yield, written as a fraction of the theoretical maximum amount of product (1.0 means a 100% yield; for example, 0.34 means a 34% yield). (1) The reactants are [CH3:1][C:2]1([CH3:19])[CH2:6][O:5][C:4]2[CH:7]=[C:8]([CH3:18])[C:9]([C:11]3[N:12]=[CH:13][C:14]([NH2:17])=[N:15][CH:16]=3)=[CH:10][C:3]1=2.[F:20][C:21]1[CH:29]=[CH:28][CH:27]=[CH:26][C:22]=1[C:23](Cl)=[O:24]. No catalyst specified. The product is [F:20][C:21]1[CH:29]=[CH:28][CH:27]=[CH:26][C:22]=1[C:23]([NH:17][C:14]1[CH:13]=[N:12][C:11]([C:9]2[C:8]([CH3:18])=[CH:7][C:4]3[O:5][CH2:6][C:2]([CH3:19])([CH3:1])[C:3]=3[CH:10]=2)=[CH:16][N:15]=1)=[O:24]. The yield is 0.487. (2) The reactants are C[O:2][C:3](=O)[C:4]1[CH:9]=[CH:8][C:7]([C:10]2[S:11][C:12]3[CH:18]=[CH:17][CH:16]=[CH:15][C:13]=3[N:14]=2)=[CH:6][CH:5]=1.CC(C[AlH]CC(C)C)C.C(C(C(C([O-])=O)O)O)([O-])=O.[K+].[Na+]. The catalyst is C1COCC1. The product is [S:11]1[C:12]2[CH:18]=[CH:17][CH:16]=[CH:15][C:13]=2[N:14]=[C:10]1[C:7]1[CH:8]=[CH:9][C:4]([CH2:3][OH:2])=[CH:5][CH:6]=1. The yield is 0.750. (3) The reactants are [CH3:1][O:2][C:3]1[CH:4]=[C:5]2[C:10](=[CH:11][C:12]=1[O:13][CH3:14])[N:9]=[CH:8][N:7]=[C:6]2[O:15][C:16]1[CH:22]=[CH:21][C:19]([NH2:20])=[CH:18][CH:17]=1.C1(C)C=CC=CC=1.C(N(CC)CC)C.Cl[C:38](Cl)([O:40][C:41](=[O:47])OC(Cl)(Cl)Cl)Cl.[C:49]([C:53]1[CH:58]=[CH:57][C:56]([S:59][CH2:60][CH2:61]CO)=[CH:55][CH:54]=1)([CH3:52])([CH3:51])[CH3:50]. The catalyst is C(Cl)Cl. The product is [CH3:1][O:2][C:3]1[CH:4]=[C:5]2[C:10](=[CH:11][C:12]=1[O:13][CH3:14])[N:9]=[CH:8][N:7]=[C:6]2[O:15][C:16]1[CH:22]=[CH:21][C:19]([NH:20][C:41](=[O:47])[O:40][CH2:38][CH2:61][CH2:60][S:59][C:56]2[CH:57]=[CH:58][C:53]([C:49]([CH3:50])([CH3:52])[CH3:51])=[CH:54][CH:55]=2)=[CH:18][CH:17]=1. The yield is 0.640. (4) The reactants are Cl.[C:2](=[NH:6])([NH2:5])[CH2:3][CH3:4].C[O-].[Na+].[C:10]([C:12]1[CH:17]=[CH:16][CH:15]=[CH:14][C:13]=1[C:18]1[CH:23]=[CH:22][C:21]([CH2:24][CH:25]([C:30](=O)[CH2:31][CH2:32][CH3:33])[C:26](OC)=[O:27])=[CH:20][CH:19]=1)#[N:11]. The catalyst is CO. The product is [CH2:3]([C:2]1[NH:6][C:26](=[O:27])[C:25]([CH2:24][C:21]2[CH:22]=[CH:23][C:18]([C:13]3[C:12]([C:10]#[N:11])=[CH:17][CH:16]=[CH:15][CH:14]=3)=[CH:19][CH:20]=2)=[C:30]([CH2:31][CH2:32][CH3:33])[N:5]=1)[CH3:4]. The yield is 0.820. (5) The reactants are [OH:1][C:2]([CH3:41])([CH3:40])[CH2:3][O:4][C@H:5]1[CH2:10][CH2:9][C@H:8]([N:11]2[C:16](=[O:17])[C:15]([CH2:18][C:19]3[CH:24]=[CH:23][C:22]([C:25]4[C:26]([C:31]#[N:32])=[CH:27][CH:28]=[CH:29][CH:30]=4)=[CH:21][CH:20]=3)=[C:14]([CH2:33][CH2:34][CH3:35])[N:13]3[N:36]=[C:37]([CH3:39])[N:38]=[C:12]23)[CH2:7][CH2:6]1.C([Sn](=O)CCCC)CCC.[N:52]([Si](C)(C)C)=[N+:53]=[N-:54].[F-].C([N+](CCCC)(CCCC)CCCC)CCC. The catalyst is C(OCC)(=O)C.O1CCCC1.C1(C)C=CC=CC=1. The product is [OH:1][C:2]([CH3:40])([CH3:41])[CH2:3][O:4][C@H:5]1[CH2:10][CH2:9][C@H:8]([N:11]2[C:16](=[O:17])[C:15]([CH2:18][C:19]3[CH:24]=[CH:23][C:22]([C:25]4[CH:30]=[CH:29][CH:28]=[CH:27][C:26]=4[C:31]4[NH:54][N:53]=[N:52][N:32]=4)=[CH:21][CH:20]=3)=[C:14]([CH2:33][CH2:34][CH3:35])[N:13]3[N:36]=[C:37]([CH3:39])[N:38]=[C:12]23)[CH2:7][CH2:6]1. The yield is 0.450. (6) The reactants are [NH2:1][C:2]1[CH:7]=[CH:6][C:5]([Br:8])=[CH:4][C:3]=1[NH:9][CH:10]1[CH2:13][N:12]([C:14]([O:16][C:17]([CH3:20])([CH3:19])[CH3:18])=[O:15])[CH2:11]1.[CH:21](OC)(OC)OC. The catalyst is CN(C=O)C.Cl. The product is [Br:8][C:5]1[CH:6]=[CH:7][C:2]2[N:1]=[CH:21][N:9]([CH:10]3[CH2:13][N:12]([C:14]([O:16][C:17]([CH3:20])([CH3:19])[CH3:18])=[O:15])[CH2:11]3)[C:3]=2[CH:4]=1. The yield is 0.800.